From a dataset of Full USPTO retrosynthesis dataset with 1.9M reactions from patents (1976-2016). Predict the reactants needed to synthesize the given product. (1) Given the product [CH2:3]([CH:5]1[CH2:9][CH:8]([OH:10])[CH2:7][CH:6]1[C:11]([OH:13])=[O:12])[CH3:4], predict the reactants needed to synthesize it. The reactants are: [OH-].[Na+].[CH2:3]([C@@H:5]1[CH2:9][C@@H:8]([OH:10])[CH2:7][C@@H:6]1[C:11]([O:13]CC)=[O:12])[CH3:4].CCOCC. (2) Given the product [Br:1][C:2]1[N:3]([CH2:16][CH2:17][CH2:18][OH:19])[C:4]([CH3:12])=[C:5]([C:7]([O:9][CH2:10][CH3:11])=[O:8])[N:6]=1, predict the reactants needed to synthesize it. The reactants are: [Br:1][C:2]1[NH:3][C:4]([CH3:12])=[C:5]([C:7]([O:9][CH2:10][CH3:11])=[O:8])[N:6]=1.[H-].[Na+].Br[CH2:16][CH2:17][CH2:18][OH:19]. (3) Given the product [Cl:1][C:2]1[C:3]2[CH:10]=[CH:9][N:8]([C@H:11]3[C@@H:12]4[O:19][C:22]([CH3:24])([CH3:23])[O:18][C@@H:13]4[C@@H:14]([CH2:16][OH:17])[CH2:15]3)[C:4]=2[N:5]=[CH:6][N:7]=1, predict the reactants needed to synthesize it. The reactants are: [Cl:1][C:2]1[C:3]2[CH:10]=[CH:9][N:8]([C@@H:11]3[CH2:15][C@H:14]([CH2:16][OH:17])[C@@H:13]([OH:18])[C@H:12]3[OH:19])[C:4]=2[N:5]=[CH:6][N:7]=1.CO[C:22](OC)([CH3:24])[CH3:23].O.C1(C)C=CC(S(O)(=O)=O)=CC=1.C([O-])(O)=O.[Na+]. (4) Given the product [N:1]1([C:6]2[CH:7]=[CH:8][C:9]([CH2:10][N:11]3[CH2:20][C:19]([CH3:22])([CH3:21])[C:18]4[C:13](=[CH:14][C:15]([NH2:23])=[CH:16][CH:17]=4)[CH2:12]3)=[CH:26][CH:27]=2)[CH:5]=[CH:4][N:3]=[CH:2]1, predict the reactants needed to synthesize it. The reactants are: [N:1]1([C:6]2[CH:27]=[CH:26][C:9]([CH2:10][N:11]3[CH2:20][C:19]([CH3:22])([CH3:21])[C:18]4[C:13](=[CH:14][C:15]([N+:23]([O-])=O)=[CH:16][CH:17]=4)[CH2:12]3)=[CH:8][CH:7]=2)[CH:5]=[CH:4][N:3]=[CH:2]1.C(O)(=O)C.C([O-])(O)=O.[Na+].C(Cl)Cl. (5) The reactants are: [C:1]1(=O)[CH2:5][CH2:4][CH2:3][CH2:2]1.[O-]CC.[Na+].[C:11](OCC)(=O)[C:12]([O:14][CH2:15][CH3:16])=[O:13].Cl.[NH2:22][NH2:23]. Given the product [CH2:15]([O:14][C:12]([C:11]1[C:2]2[CH2:3][CH2:4][CH2:5][C:1]=2[NH:23][N:22]=1)=[O:13])[CH3:16], predict the reactants needed to synthesize it. (6) Given the product [Cl:51][C:52]1[CH:53]=[CH:54][C:55]([C@@H:58]([CH2:62][NH:63][CH2:64][C:65]([OH:68])([CH3:66])[CH3:67])[C:59]([N:38]2[CH2:37][CH2:36][N:35]([C:33]3[C:34]4[C@H:26]([CH3:25])[CH2:27][C@@H:28]([OH:41])[C:29]=4[N:30]=[CH:31][N:32]=3)[CH2:40][CH2:39]2)=[O:60])=[CH:56][CH:57]=1, predict the reactants needed to synthesize it. The reactants are: F[P-](F)(F)(F)(F)F.N1(OC(N(C)C)=[N+](C)C)C2C=CC=CC=2N=N1.[CH3:25][C@H:26]1[C:34]2[C:33]([N:35]3[CH2:40][CH2:39][NH:38][CH2:37][CH2:36]3)=[N:32][CH:31]=[N:30][C:29]=2[C@H:28]([OH:41])[CH2:27]1.C(N(CC)C(C)C)(C)C.[Cl:51][C:52]1[CH:57]=[CH:56][C:55]([C@@H:58]([CH2:62][NH:63][CH2:64][C:65]([OH:68])([CH3:67])[CH3:66])[C:59](O)=[O:60])=[CH:54][CH:53]=1.C(Cl)Cl. (7) Given the product [F:24][C:22]1[CH:21]=[C:20]([C:25]2[N:26]=[CH:27][C:28]([NH:31][C:14]([C@H:11]3[CH2:10][CH2:9][C@@H:8]([N:3]4[CH2:4][CH2:5][O:6][CH2:7][C:2]4=[O:1])[CH2:13][CH2:12]3)=[O:16])=[N:29][CH:30]=2)[CH:19]=[C:18]([F:17])[CH:23]=1, predict the reactants needed to synthesize it. The reactants are: [O:1]=[C:2]1[CH2:7][O:6][CH2:5][CH2:4][N:3]1[C@@H:8]1[CH2:13][CH2:12][C@H:11]([C:14]([OH:16])=O)[CH2:10][CH2:9]1.[F:17][C:18]1[CH:19]=[C:20]([C:25]2[N:26]=[CH:27][C:28]([NH2:31])=[N:29][CH:30]=2)[CH:21]=[C:22]([F:24])[CH:23]=1. (8) Given the product [C:15]([C:17]1[C:26]([C:3]2[CH:4]=[CH:5][C:6]([C:8]([O:10][CH3:11])=[O:9])=[CH:7][C:2]=2[F:1])=[N:25][C:24]([CH:35]2[CH2:36][CH2:37]2)=[C:23]2[C:18]=1[CH2:19][CH2:20][N:21]([C:38]([O:40][C:41]([CH3:44])([CH3:43])[CH3:42])=[O:39])[CH2:22]2)#[N:16], predict the reactants needed to synthesize it. The reactants are: [F:1][C:2]1[CH:7]=[C:6]([C:8]([O:10][CH3:11])=[O:9])[CH:5]=[CH:4][C:3]=1B(O)O.[C:15]([C:17]1[C:26](OS(C(F)(F)F)(=O)=O)=[N:25][C:24]([CH:35]2[CH2:37][CH2:36]2)=[C:23]2[C:18]=1[CH2:19][CH2:20][N:21]([C:38]([O:40][C:41]([CH3:44])([CH3:43])[CH3:42])=[O:39])[CH2:22]2)#[N:16].C(=O)([O-])[O-].[K+].[K+]. (9) Given the product [C:14]([O:18][C:19]([N:21]1[CH2:25][CH2:24][CH2:23][CH2:22]1)=[O:20])([CH3:17])([CH3:15])[CH3:16], predict the reactants needed to synthesize it. The reactants are: C1(C#C)C=CC=CC=1.C([Li])CCC.[C:14]([O:18][C:19]([N:21]1[CH2:25][C@@H:24](Cl)[CH2:23][C@H:22]1C=O)=[O:20])([CH3:17])([CH3:16])[CH3:15].OS([O-])(=O)=O.[K+]. (10) Given the product [F:32][C:2]1([F:1])[CH2:3][CH2:4][CH:5]([CH2:8][C:9]2[N:13]3[C:14]([CH3:25])=[CH:15][C:16]([C:18]([N:19]([CH2:20][CH3:21])[CH2:22][CH3:23])=[O:24])=[CH:17][C:12]3=[N:11][C:10]=2[C:26](=[O:27])[CH2:33][CH3:34])[CH2:6][CH2:7]1, predict the reactants needed to synthesize it. The reactants are: [F:1][C:2]1([F:32])[CH2:7][CH2:6][CH:5]([CH2:8][C:9]2[N:13]3[C:14]([CH3:25])=[CH:15][C:16]([C:18](=[O:24])[N:19]([CH2:22][CH3:23])[CH2:20][CH3:21])=[CH:17][C:12]3=[N:11][C:10]=2[C:26](N(C)OC)=[O:27])[CH2:4][CH2:3]1.[CH2:33]([Mg]Br)[CH3:34].[Cl-].[NH4+].